Dataset: Full USPTO retrosynthesis dataset with 1.9M reactions from patents (1976-2016). Task: Predict the reactants needed to synthesize the given product. (1) The reactants are: Br[CH2:2][C:3]([C:5]1[CH:10]=[CH:9][C:8]([OH:11])=[C:7]([CH3:12])[CH:6]=1)=O.CC[N:15]([CH2:18]C)CC.[C:20]1([C:26](Cl)([C:33]2[CH:38]=[CH:37][CH:36]=[CH:35][CH:34]=2)[C:27]2[CH:32]=[CH:31][CH:30]=[CH:29][CH:28]=2)[CH:25]=[CH:24][CH:23]=[CH:22][CH:21]=1.Cl.C([NH2:43])=O. Given the product [CH3:12][C:7]1[CH:6]=[C:5]([C:3]2[N:43]=[CH:18][N:15]([C:26]([C:33]3[CH:38]=[CH:37][CH:36]=[CH:35][CH:34]=3)([C:27]3[CH:32]=[CH:31][CH:30]=[CH:29][CH:28]=3)[C:20]3[CH:25]=[CH:24][CH:23]=[CH:22][CH:21]=3)[CH:2]=2)[CH:10]=[CH:9][C:8]=1[OH:11], predict the reactants needed to synthesize it. (2) Given the product [CH3:11][C:8]1[CH:9]=[CH:10][C:2]([NH:15][CH2:14][C:13]([F:17])([F:16])[F:12])=[C:3]([CH:7]=1)[C:4]([OH:6])=[O:5], predict the reactants needed to synthesize it. The reactants are: Br[C:2]1[CH:10]=[CH:9][C:8]([CH3:11])=[CH:7][C:3]=1[C:4]([OH:6])=[O:5].[F:12][C:13]([F:17])([F:16])[CH2:14][NH2:15].C(=O)([O-])[O-].[K+].[K+].CN(C=O)C.